This data is from Full USPTO retrosynthesis dataset with 1.9M reactions from patents (1976-2016). The task is: Predict the reactants needed to synthesize the given product. (1) Given the product [CH2:1]([O:5][CH2:6][CH2:7][O:8][C:9]1[CH:14]=[CH:13][C:12]([C:15]2[CH:16]=[CH:17][C:18]3[N:24]([C:25](=[O:30])[C:26]([F:27])([F:28])[F:29])[CH2:23][CH2:22][C:21]([C:31]([NH:35][C:36]4[CH:37]=[CH:38][C:39]([CH:42]([OH:43])[C:44]5[CH:49]=[C:48]([CH3:50])[CH:47]=[CH:46][N:45]=5)=[CH:40][CH:41]=4)=[O:33])=[CH:20][C:19]=3[CH:34]=2)=[CH:11][CH:10]=1)[CH2:2][CH2:3][CH3:4], predict the reactants needed to synthesize it. The reactants are: [CH2:1]([O:5][CH2:6][CH2:7][O:8][C:9]1[CH:14]=[CH:13][C:12]([C:15]2[CH:16]=[CH:17][C:18]3[N:24]([C:25](=[O:30])[C:26]([F:29])([F:28])[F:27])[CH2:23][CH2:22][C:21]([C:31]([OH:33])=O)=[CH:20][C:19]=3[CH:34]=2)=[CH:11][CH:10]=1)[CH2:2][CH2:3][CH3:4].[NH2:35][C:36]1[CH:41]=[CH:40][C:39]([CH:42]([C:44]2[CH:49]=[C:48]([CH3:50])[CH:47]=[CH:46][N:45]=2)[OH:43])=[CH:38][CH:37]=1.ON1C2C=CC=CC=2N=N1.CN(C)C=O. (2) Given the product [CH3:25][N:12]([CH2:11][CH2:10][N:9]([C:5]1[CH:6]=[CH:7][CH:8]=[C:3]([O:2][CH3:1])[CH:4]=1)[C:16]1[CH:21]=[CH:20][CH:19]=[CH:18][CH:17]=1)[C:13](=[O:15])[CH3:14], predict the reactants needed to synthesize it. The reactants are: [CH3:1][O:2][C:3]1[CH:4]=[C:5]([N:9]([C:16]2[CH:21]=[CH:20][CH:19]=[CH:18][CH:17]=2)[CH2:10][CH2:11][NH:12][C:13](=[O:15])[CH3:14])[CH:6]=[CH:7][CH:8]=1.[H-].[Na+].I[CH3:25]. (3) Given the product [F:1][C:2]1[CH:3]=[C:4]2[C:8](=[CH:9][CH:10]=1)[N:7]([CH3:11])[CH:6]=[C:5]2[C:12]1[O:13][C:16]2[CH:17]=[C:18]([CH2:21][C:22]([O:24][CH3:25])=[O:23])[CH:19]=[CH:20][C:15]=2[N:14]=1, predict the reactants needed to synthesize it. The reactants are: [F:1][C:2]1[CH:3]=[C:4]2[C:8](=[CH:9][CH:10]=1)[N:7]([CH3:11])[CH:6]=[C:5]2[CH:12]=[O:13].[NH2:14][C:15]1[CH:20]=[CH:19][C:18]([CH2:21][C:22]([O:24][CH3:25])=[O:23])=[CH:17][C:16]=1O.C(O)(=O)C.C(O)(=O)C.IC1C=CC=CC=1.